From a dataset of Full USPTO retrosynthesis dataset with 1.9M reactions from patents (1976-2016). Predict the reactants needed to synthesize the given product. (1) Given the product [Cl:19][C:20]1[CH:21]=[C:22]([C:2]2[CH:3]=[CH:4][C:5]3[N:6]([C:8]([C:11]4[CH:18]=[CH:17][C:14]([C:15]#[N:16])=[CH:13][CH:12]=4)=[CH:9][N:10]=3)[CH:7]=2)[CH:23]=[CH:24][C:25]=1[C:26]([O:28][CH2:29][CH3:30])=[O:27], predict the reactants needed to synthesize it. The reactants are: Br[C:2]1[CH:3]=[CH:4][C:5]2[N:6]([C:8]([C:11]3[CH:18]=[CH:17][C:14]([C:15]#[N:16])=[CH:13][CH:12]=3)=[CH:9][N:10]=2)[CH:7]=1.[Cl:19][C:20]1[CH:21]=[C:22](B(O)O)[CH:23]=[CH:24][C:25]=1[C:26]([O:28][CH2:29][CH3:30])=[O:27].[O-]P([O-])([O-])=O.[K+].[K+].[K+]. (2) Given the product [Si:13]([O:20][CH2:21][C@@H:22]([NH:23][S@:24]([C:26]([CH3:29])([CH3:28])[CH3:27])=[O:25])[C:7]1[CH:8]=[N:9][CH:10]=[CH:11][CH:12]=1)([C:16]([CH3:19])([CH3:18])[CH3:17])([CH3:15])[CH3:14], predict the reactants needed to synthesize it. The reactants are: C([Li])CCC.Br[C:7]1[CH:8]=[N:9][CH:10]=[CH:11][CH:12]=1.[Si:13]([O:20][CH2:21]/[CH:22]=[N:23]/[S@:24]([C:26]([CH3:29])([CH3:28])[CH3:27])=[O:25])([C:16]([CH3:19])([CH3:18])[CH3:17])([CH3:15])[CH3:14]. (3) Given the product [CH3:17][C@@H:18]1[NH:19][C:2](=[O:4])[C:1]2[CH:11]=[CH:10][CH:9]=[CH:8][C:7]=2[NH:6][C:5]1=[O:12], predict the reactants needed to synthesize it. The reactants are: [C:1]12[C:7](=[CH:8][CH:9]=[CH:10][CH:11]=1)[NH:6][C:5](=[O:12])[O:4][C:2]2=O.Cl.C(O[C:17](=O)[C@H:18](C)[NH2:19])C. (4) Given the product [CH2:1]([N:8]1[CH2:13][CH:12]([CH3:14])[NH:11][CH2:10][C:9]1([CH3:16])[CH3:15])[C:2]1[CH:7]=[CH:6][CH:5]=[CH:4][CH:3]=1, predict the reactants needed to synthesize it. The reactants are: [CH2:1]([N:8]1[CH2:13][CH:12]([CH3:14])[NH:11][CH2:10][CH:9]1[CH3:15])[C:2]1[CH:7]=[CH:6][CH:5]=[CH:4][CH:3]=1.[C:16](OC(N1CC(C)(C)NCC1C)=O)(C)(C)C. (5) Given the product [Cl:1][C:2]1[CH:7]=[C:6]([CH:8]=[O:9])[CH:5]=[C:4]([O:10][CH2:11][CH3:12])[C:3]=1[C:13]1[CH:18]=[CH:17][C:16]([F:19])=[CH:15][CH:14]=1, predict the reactants needed to synthesize it. The reactants are: [Cl:1][C:2]1[CH:7]=[C:6]([CH2:8][OH:9])[CH:5]=[C:4]([O:10][CH2:11][CH3:12])[C:3]=1[C:13]1[CH:18]=[CH:17][C:16]([F:19])=[CH:15][CH:14]=1.C(N(CC)CC)C.CS(C)=O.O. (6) Given the product [Cl:6][CH2:7][CH2:8][C:9]([C:11]1[CH:16]=[CH:15][CH:14]=[CH:13][CH:12]=1)([OH:10])[CH2:3][CH:2]=[CH2:1], predict the reactants needed to synthesize it. The reactants are: [CH2:1]([Mg]Br)[CH:2]=[CH2:3].[Cl:6][CH2:7][CH2:8][C:9]([C:11]1[CH:16]=[CH:15][CH:14]=[CH:13][CH:12]=1)=[O:10]. (7) Given the product [CH2:26]([N:5]1[CH2:6][CH2:7][C:8]2[C:13](=[CH:12][CH:11]=[C:10]([O:14][CH2:15][C:16]3[CH:17]=[CH:18][C:19]([C:20]#[N:21])=[CH:22][CH:23]=3)[CH:9]=2)[C:4]1=[O:3])[CH:25]=[CH2:24], predict the reactants needed to synthesize it. The reactants are: [H-].[Na+].[O:3]=[C:4]1[C:13]2[C:8](=[CH:9][C:10]([O:14][CH2:15][C:16]3[CH:23]=[CH:22][C:19]([C:20]#[N:21])=[CH:18][CH:17]=3)=[CH:11][CH:12]=2)[CH2:7][CH2:6][NH:5]1.[CH2:24](Br)[CH:25]=[CH2:26].